This data is from Reaction yield outcomes from USPTO patents with 853,638 reactions. The task is: Predict the reaction yield, written as a fraction of the theoretical maximum amount of product (1.0 means a 100% yield; for example, 0.34 means a 34% yield). (1) The yield is 0.990. The catalyst is C(Cl)Cl. The reactants are [NH2:1][C:2]1[CH:3]=[C:4]([CH:7]=[CH:8][CH:9]=1)[CH2:5][NH2:6].C(N(C(C)C)CC)(C)C.[CH3:19][C:20]([O:23][C:24](O[C:24]([O:23][C:20]([CH3:22])([CH3:21])[CH3:19])=[O:25])=[O:25])([CH3:22])[CH3:21]. The product is [NH2:1][C:2]1[CH:3]=[C:4]([CH:7]=[CH:8][CH:9]=1)[CH2:5][NH:6][C:24](=[O:25])[O:23][C:20]([CH3:22])([CH3:21])[CH3:19]. (2) The reactants are [N:1]1[CH:6]=[CH:5][CH:4]=[CH:3][C:2]=1[C:7]1[CH:8]=[C:9]([CH:14]=[CH:15][CH:16]=1)[C:10]([O:12]C)=[O:11].[OH-].[Na+]. The catalyst is CO. The product is [N:1]1[CH:6]=[CH:5][CH:4]=[CH:3][C:2]=1[C:7]1[CH:8]=[C:9]([CH:14]=[CH:15][CH:16]=1)[C:10]([OH:12])=[O:11]. The yield is 0.930. (3) The reactants are [Mg].Br[CH2:3][CH2:4][CH2:5][CH2:6][CH2:7][CH2:8][CH2:9][CH2:10][CH3:11].CON(C)[C:15](=[O:25])[CH2:16][CH2:17][CH2:18][CH2:19][CH2:20][CH2:21][CH2:22][CH2:23][CH3:24].Cl. The catalyst is C1COCC1. The product is [CH3:11][CH2:10][CH2:9][CH2:8][CH2:7][CH2:6][CH2:5][CH2:4][CH2:3][C:15](=[O:25])[CH2:16][CH2:17][CH2:18][CH2:19][CH2:20][CH2:21][CH2:22][CH2:23][CH3:24]. The yield is 0.950. (4) The reactants are [C:1]([C:4]1[CH:13]=[C:8]([C:9]([O:11][CH3:12])=[O:10])[C:7]([OH:14])=[CH:6][CH:5]=1)(=[O:3])[CH3:2].C(=O)([O-])[O-].[K+].[K+].[CH2:21](Br)[C:22]1[CH:27]=[CH:26][CH:25]=[CH:24][CH:23]=1. The catalyst is C(#N)C. The product is [CH3:12][O:11][C:9](=[O:10])[C:8]1[CH:13]=[C:4]([C:1](=[O:3])[CH3:2])[CH:5]=[CH:6][C:7]=1[O:14][CH2:21][C:22]1[CH:27]=[CH:26][CH:25]=[CH:24][CH:23]=1. The yield is 1.00. (5) The reactants are [CH3:1][CH:2]([CH3:5])[CH2:3][OH:4].F[C:7]1[CH:12]=[C:11]([N+:13]([O-:15])=[O:14])[C:10]([F:16])=[CH:9][CH:8]=1.[F:17][C:18]1[CH:19]=[CH:20][C:21]([O:25][CH2:26][CH:27]([CH3:29])[CH3:28])=[C:22]([CH:24]=1)[NH2:23].[NH2:30][C:31]1[S:32][CH:33]=[CH:34][N:35]=1. No catalyst specified. The product is [F:16][C:10]1[C:11]([N+:13]([O-:15])=[O:14])=[CH:12][C:7]([O:4][CH2:3][CH:2]([CH3:5])[CH3:1])=[CH:8][CH:9]=1.[F:17][C:18]1[CH:19]=[CH:20][C:21]([O:25][CH2:26][CH:27]([CH3:29])[CH3:28])=[C:22]([NH:23][C:3]([NH:30][C:31]2[S:32][CH:33]=[CH:34][N:35]=2)=[O:4])[CH:24]=1. The yield is 0.780.